Predict the product of the given reaction. From a dataset of Forward reaction prediction with 1.9M reactions from USPTO patents (1976-2016). (1) Given the reactants Br[C:2]1[CH:10]=[CH:9][C:5]([C:6]([OH:8])=[O:7])=[C:4]([Cl:11])[CH:3]=1.[Cl:12][C:13]1[CH:14]=[CH:15][C:16]([O:22][CH3:23])=[C:17]([CH:21]=1)C(O)=O.C(=O)([O-])[O-].[Na+].[Na+].O1CCOCC1, predict the reaction product. The product is: [Cl:11][C:4]1[CH:3]=[C:2]([C:15]2[CH:14]=[C:13]([Cl:12])[CH:21]=[CH:17][C:16]=2[O:22][CH3:23])[CH:10]=[CH:9][C:5]=1[C:6]([OH:8])=[O:7]. (2) Given the reactants Cl[C:2]1[CH:7]=[C:6]([S:8]([N:11]([CH2:14][CH3:15])[CH2:12][CH3:13])(=[O:10])=[O:9])[CH:5]=[CH:4][N:3]=1.[NH2:16][NH2:17], predict the reaction product. The product is: [CH2:12]([N:11]([CH2:14][CH3:15])[S:8]([C:6]1[CH:5]=[CH:4][N:3]=[C:2]([NH:16][NH2:17])[CH:7]=1)(=[O:10])=[O:9])[CH3:13]. (3) Given the reactants [Cl:1][C:2]1[CH:3]=[C:4]([C:10]2[N:15]=[N:14][C:13]([NH2:16])=[N:12][C:11]=2[C:17]2[CH:22]=[CH:21][CH:20]=[CH:19][CH:18]=2)[CH:5]=[C:6]([O:8]C)[CH:7]=1.B(Br)(Br)Br, predict the reaction product. The product is: [NH2:16][C:13]1[N:14]=[N:15][C:10]([C:4]2[CH:5]=[C:6]([OH:8])[CH:7]=[C:2]([Cl:1])[CH:3]=2)=[C:11]([C:17]2[CH:22]=[CH:21][CH:20]=[CH:19][CH:18]=2)[N:12]=1. (4) Given the reactants C([O:8][C:9]1[CH:10]=[C:11]2[C:15](=[CH:16][CH:17]=1)[N:14]([S:18]([C:21]1[CH:26]=[CH:25][CH:24]=[CH:23][CH:22]=1)(=[O:20])=[O:19])[CH:13]=[CH:12]2)C1C=CC=CC=1.C1CCCCC=1.Cl, predict the reaction product. The product is: [C:21]1([S:18]([N:14]2[C:15]3[C:11](=[CH:10][C:9]([OH:8])=[CH:17][CH:16]=3)[CH:12]=[CH:13]2)(=[O:19])=[O:20])[CH:22]=[CH:23][CH:24]=[CH:25][CH:26]=1. (5) Given the reactants [Cl:1][C:2]1[CH:3]=[CH:4][C:5]([O:31][CH3:32])=[C:6]([NH:8][C:9](=[O:30])[CH2:10][N:11]2[C:19]3[CH2:18][CH2:17][N:16]([CH2:20][C:21](OCC)=[O:22])[CH2:15][C:14]=3[C:13]([C:26]([F:29])([F:28])[F:27])=[N:12]2)[CH:7]=1.[CH3:33][NH:34][CH3:35].C(O)C, predict the reaction product. The product is: [Cl:1][C:2]1[CH:3]=[CH:4][C:5]([O:31][CH3:32])=[C:6]([NH:8][C:9](=[O:30])[CH2:10][N:11]2[C:19]3[CH2:18][CH2:17][N:16]([CH2:20][C:21]([N:34]([CH3:35])[CH3:33])=[O:22])[CH2:15][C:14]=3[C:13]([C:26]([F:28])([F:29])[F:27])=[N:12]2)[CH:7]=1. (6) Given the reactants [O:1]1[C:10]2[C:5](=[CH:6][C:7]([C:11]3[C:16]([C:17]([O:19][CH3:20])=[O:18])=[C:15]([CH3:21])[N:14]=[C:13]4[NH:22][CH:23]=[CH:24][C:12]=34)=[CH:8][CH:9]=2)[CH2:4][CH2:3][CH2:2]1.C(=O)([O-])[O-].[Cs+].[Cs+].Br[CH2:32][C:33]1[CH:38]=[CH:37][C:36]([F:39])=[C:35]([F:40])[CH:34]=1, predict the reaction product. The product is: [O:1]1[C:10]2[C:5](=[CH:6][C:7]([C:11]3[C:16]([C:17]([O:19][CH3:20])=[O:18])=[C:15]([CH3:21])[N:14]=[C:13]4[N:22]([CH2:32][C:33]5[CH:38]=[CH:37][C:36]([F:39])=[C:35]([F:40])[CH:34]=5)[CH:23]=[CH:24][C:12]=34)=[CH:8][CH:9]=2)[CH2:4][CH2:3][CH2:2]1. (7) Given the reactants [Br:1][C:2]1[CH:7]=[C:6]([CH:8]=[CH:9][C:10]([OH:12])=O)[CH:5]=[CH:4][N:3]=1.Cl.[CH3:14][NH:15][O:16][CH3:17].C1C=CC2N(O)N=NC=2C=1.CCN=C=NCCCN(C)C.C(N(CC)CC)C, predict the reaction product. The product is: [Br:1][C:2]1[CH:7]=[C:6]([CH:8]=[CH:9][C:10]([N:15]([O:16][CH3:17])[CH3:14])=[O:12])[CH:5]=[CH:4][N:3]=1. (8) Given the reactants Cl[C:2]1[N:7]=[CH:6][C:5]([NH2:8])=[C:4]([C:9]2[C:10](F)=[N:11][CH:12]=[C:13]([C:15]3[CH:20]=[CH:19][C:18]([CH2:21][N:22]4[CH2:27][CH2:26][CH2:25][CH2:24][CH2:23]4)=[CH:17][CH:16]=3)[CH:14]=2)[CH:3]=1.[Br:29][Si](C)(C)C, predict the reaction product. The product is: [Br:29][C:2]1[N:7]=[CH:6][C:5]2[NH:8][C:10]3[N:11]=[CH:12][C:13]([C:15]4[CH:20]=[CH:19][C:18]([CH2:21][N:22]5[CH2:27][CH2:26][CH2:25][CH2:24][CH2:23]5)=[CH:17][CH:16]=4)=[CH:14][C:9]=3[C:4]=2[CH:3]=1. (9) Given the reactants [CH2:1]([C:5]1[O:6][C:7]2[CH:13]=[CH:12][CH:11]=[CH:10][C:8]=2[CH:9]=1)[CH2:2][CH2:3][CH3:4].[Br:14][C:15]1[CH:23]=[CH:22][C:18]([C:19](Cl)=[O:20])=[CH:17][CH:16]=1.[Al+3].[Cl-].[Cl-].[Cl-], predict the reaction product. The product is: [Br:14][C:15]1[CH:23]=[CH:22][C:18]([C:19]([C:9]2[C:8]3[CH:10]=[CH:11][CH:12]=[CH:13][C:7]=3[O:6][C:5]=2[CH2:1][CH2:2][CH2:3][CH3:4])=[O:20])=[CH:17][CH:16]=1. (10) Given the reactants [NH2:1][C:2]1[C:7]2=[CH:8][CH:9]=[C:10]([C@@H:11]3[O:17][C@H:16]([CH2:18][OH:19])[C@@H:14]([OH:15])[C@@:12]3([CH3:20])[OH:13])[N:6]2[N:5]=[CH:4][N:3]=1.[Cl:21]N1C(=O)CCC1=O, predict the reaction product. The product is: [NH2:1][C:2]1[C:7]2=[C:8]([Cl:21])[CH:9]=[C:10]([C@@H:11]3[O:17][C@H:16]([CH2:18][OH:19])[C@@H:14]([OH:15])[C@@:12]3([CH3:20])[OH:13])[N:6]2[N:5]=[CH:4][N:3]=1.